Task: Predict the product of the given reaction.. Dataset: Forward reaction prediction with 1.9M reactions from USPTO patents (1976-2016) (1) Given the reactants [Br:1][C:2]1[CH:3]=[C:4]2[C:8](=[C:9]([C:11](O)=[O:12])[CH:10]=1)[NH:7][CH:6]=[C:5]2[CH:14]1[CH2:18][CH2:17][S:16](=[O:20])(=[O:19])[CH2:15]1.C1C=CC2N(O)N=[N:27]C=2C=1.N.O1CCOCC1, predict the reaction product. The product is: [Br:1][C:2]1[CH:3]=[C:4]2[C:8](=[C:9]([C:11]([NH2:27])=[O:12])[CH:10]=1)[NH:7][CH:6]=[C:5]2[CH:14]1[CH2:18][CH2:17][S:16](=[O:20])(=[O:19])[CH2:15]1. (2) Given the reactants [Cl:1][C:2]1[CH:3]=[C:4]2[C:8](=[CH:9][CH:10]=1)[N:7]([C:11]1[CH:16]=[CH:15][C:14]([N+:17]([O-])=O)=[CH:13][C:12]=1[Cl:20])[CH:6]=[C:5]2[C:21](=[O:23])[CH3:22].[H][H], predict the reaction product. The product is: [NH2:17][C:14]1[CH:15]=[CH:16][C:11]([N:7]2[C:8]3[C:4](=[CH:3][C:2]([Cl:1])=[CH:10][CH:9]=3)[C:5]([C:21](=[O:23])[CH3:22])=[CH:6]2)=[C:12]([Cl:20])[CH:13]=1. (3) Given the reactants [Br:1][C:2]1[C:3]([CH:13](Br)Br)=[CH:4][C:5]([F:12])=[C:6]([CH:11]=1)[C:7]([O:9][CH3:10])=[O:8].C1C[O:19]CC1, predict the reaction product. The product is: [Br:1][C:2]1[C:3]([CH:13]=[O:19])=[CH:4][C:5]([F:12])=[C:6]([CH:11]=1)[C:7]([O:9][CH3:10])=[O:8]. (4) The product is: [Br:1][C:2]1[CH:3]=[C:4]([CH:7]=[CH:8][C:9]=1[O:10][CH2:11][CH:12]([CH3:14])[CH3:13])[CH:5]=[O:6]. Given the reactants [Br:1][C:2]1[CH:3]=[C:4]([CH:7]=[CH:8][C:9]=1[OH:10])[CH:5]=[O:6].[CH2:11](Br)[CH:12]([CH3:14])[CH3:13], predict the reaction product. (5) Given the reactants C([Li])CCC.[CH3:6][O:7][C:8]1[CH:13]=[CH:12][CH:11]=[CH:10][C:9]=1[O:14][CH3:15].[I:16]I.[Cl-].[NH4+], predict the reaction product. The product is: [I:16][C:10]1[C:9]([O:14][CH3:15])=[C:8]([O:7][CH3:6])[CH:13]=[CH:12][CH:11]=1. (6) Given the reactants Br[C:2]1[CH:7]=[CH:6][C:5]([O:8][CH3:9])=[C:4]([N+:10]([O-:12])=[O:11])[CH:3]=1.[B:13]1([B:13]2[O:17][C:16]([CH3:19])([CH3:18])[C:15]([CH3:21])([CH3:20])[O:14]2)[O:17][C:16]([CH3:19])([CH3:18])[C:15]([CH3:21])([CH3:20])[O:14]1.C([O-])(=O)C.[K+], predict the reaction product. The product is: [CH3:9][O:8][C:5]1[CH:6]=[CH:7][C:2]([B:13]2[O:17][C:16]([CH3:19])([CH3:18])[C:15]([CH3:21])([CH3:20])[O:14]2)=[CH:3][C:4]=1[N+:10]([O-:12])=[O:11]. (7) Given the reactants [N:1]1([C:7]2[C:8]3[S:28][C:27]([CH2:29][N:30]4[CH2:35][CH2:34][N:33]([C:36]([CH3:41])([CH3:40])[C:37]([NH2:39])=[O:38])[CH2:32][CH2:31]4)=[CH:26][C:9]=3[N:10]=[C:11]([Sn](CCCC)(CCCC)CCCC)[N:12]=2)[CH2:6][CH2:5][O:4][CH2:3][CH2:2]1.Br[C:43]1[N:48]2[CH:49]=[C:50]([CH3:52])[N:51]=[C:47]2[CH:46]=[CH:45][CH:44]=1, predict the reaction product. The product is: [CH3:41][C:36]([N:33]1[CH2:34][CH2:35][N:30]([CH2:29][C:27]2[S:28][C:8]3[C:7]([N:1]4[CH2:2][CH2:3][O:4][CH2:5][CH2:6]4)=[N:12][C:11]([C:43]4[N:48]5[CH:49]=[C:50]([CH3:52])[N:51]=[C:47]5[CH:46]=[CH:45][CH:44]=4)=[N:10][C:9]=3[CH:26]=2)[CH2:31][CH2:32]1)([CH3:40])[C:37]([NH2:39])=[O:38]. (8) Given the reactants Cl[CH2:2][C@H:3]1[O:7][C@@H:6]([N:8]2[C:17]3[N:16]=[CH:15][N:14]=[C:12]([NH2:13])[C:11]=3[N:10]=[C:9]2[CH3:18])[C@H:5]([OH:19])[C@@H:4]1[OH:20].[CH3:21][S-:22].[Na+], predict the reaction product. The product is: [CH3:21][S:22][CH2:2][C@H:3]1[O:7][C@@H:6]([N:8]2[C:17]3[N:16]=[CH:15][N:14]=[C:12]([NH2:13])[C:11]=3[N:10]=[C:9]2[CH3:18])[C@H:5]([OH:19])[C@@H:4]1[OH:20]. (9) Given the reactants [OH:1][C:2]1[C:3]([C:16](=[O:18])[CH3:17])=[CH:4][C:5]2[C:6]([CH3:15])([CH3:14])[CH2:7][CH2:8][C:9]([CH3:13])([CH3:12])[C:10]=2[CH:11]=1.Br[CH2:20][CH2:21][CH2:22][CH2:23][CH2:24][CH3:25], predict the reaction product. The product is: [CH2:20]([O:1][C:2]1[C:3]([C:16](=[O:18])[CH3:17])=[CH:4][C:5]2[C:6]([CH3:15])([CH3:14])[CH2:7][CH2:8][C:9]([CH3:12])([CH3:13])[C:10]=2[CH:11]=1)[CH2:21][CH2:22][CH2:23][CH2:24][CH3:25]. (10) Given the reactants Cl[C:2]1[C:3]([C:16]2[CH:21]=[CH:20][C:19]([F:22])=[CH:18][CH:17]=2)=[N:4][C:5]2[C:10]([N:11]=1)=[CH:9][C:8]([C:12]([O:14][CH3:15])=[O:13])=[CH:7][CH:6]=2.CCN(C(C)C)C(C)C.[NH:32]1[CH2:37][CH2:36][NH:35][CH2:34][CH2:33]1, predict the reaction product. The product is: [F:22][C:19]1[CH:20]=[CH:21][C:16]([C:3]2[C:2]([N:32]3[CH2:37][CH2:36][NH:35][CH2:34][CH2:33]3)=[N:11][C:10]3[C:5](=[CH:6][CH:7]=[C:8]([C:12]([O:14][CH3:15])=[O:13])[CH:9]=3)[N:4]=2)=[CH:17][CH:18]=1.